Dataset: Reaction yield outcomes from USPTO patents with 853,638 reactions. Task: Predict the reaction yield, written as a fraction of the theoretical maximum amount of product (1.0 means a 100% yield; for example, 0.34 means a 34% yield). (1) The reactants are [CH3:1][O:2][C:3]([C:5]1[CH:6]=[C:7]([C:12]2[CH:17]=[CH:16][C:15]([CH3:18])=[CH:14][CH:13]=2)[CH:8]=[C:9]([NH2:11])[CH:10]=1)=[O:4].N1C=CC=CC=1.[C:25](OC(=O)C)(=[O:27])[CH3:26]. The catalyst is C(Cl)Cl.C(OCC)(=O)C. The product is [CH3:1][O:2][C:3]([C:5]1[CH:6]=[C:7]([C:12]2[CH:17]=[CH:16][C:15]([CH3:18])=[CH:14][CH:13]=2)[CH:8]=[C:9]([NH:11][C:25](=[O:27])[CH3:26])[CH:10]=1)=[O:4]. The yield is 1.00. (2) The reactants are [Cl:1][C:2]1[N:10]([CH2:11][CH:12]=[CH2:13])[C:9]2[C:8](=[O:14])[NH:7][C:6](=[O:15])[N:5]([CH2:16][CH2:17][CH2:18][C:19]([F:22])([F:21])[F:20])[C:4]=2[N:3]=1.C(=O)([O-])[O-].[Cs+].[Cs+].Br[CH2:30][CH2:31][CH2:32][OH:33]. The catalyst is CN(C=O)C. The product is [Cl:1][C:2]1[N:10]([CH2:11][CH:12]=[CH2:13])[C:9]2[C:8](=[O:14])[N:7]([CH2:30][CH2:31][CH2:32][OH:33])[C:6](=[O:15])[N:5]([CH2:16][CH2:17][CH2:18][C:19]([F:22])([F:20])[F:21])[C:4]=2[N:3]=1. The yield is 0.750. (3) The reactants are C(OC([NH:8][CH2:9][CH:10]([OH:26])[CH:11]([P:13](C(OCC)(OCC)C)(=[O:17])[O:14]CC)[F:12])=O)(C)(C)C.Cl. The catalyst is CO. The product is [NH2:8][CH2:9][CH:10]([OH:26])[CH:11]([PH:13](=[O:14])[OH:17])[F:12]. The yield is 0.560. (4) The reactants are [Cl:1][C:2]1[CH:3]=[N:4][N:5]([CH2:7][C:8]2[CH:13]=[CH:12][C:11]([N+:14]([O-])=O)=[CH:10][CH:9]=2)[CH:6]=1. The catalyst is C(OCC)(=O)C.[Pt]. The product is [Cl:1][C:2]1[CH:3]=[N:4][N:5]([CH2:7][C:8]2[CH:9]=[CH:10][C:11]([NH2:14])=[CH:12][CH:13]=2)[CH:6]=1. The yield is 0.430. (5) The reactants are Cl[C:2]1[C:11]2[C:6](=[CH:7][C:8]([O:14][CH3:15])=[C:9]([O:12][CH3:13])[CH:10]=2)[N:5]=[CH:4][CH:3]=1.[OH2:16].Cl[C:18]1[CH:23]=[CH:22][CH:21]=[CH:20][C:19]=1Cl. The catalyst is CN(C)C1C=CN=CC=1. The product is [CH3:13][O:12][C:9]1[CH:10]=[C:11]2[C:6](=[CH:7][C:8]=1[O:14][CH3:15])[N:5]=[CH:4][CH:3]=[C:2]2[O:16][C:18]1[C:19]2[C:20](=[CH:11][CH:2]=[CH:3][CH:4]=2)[CH:21]=[CH:22][CH:23]=1. The yield is 0.800. (6) The reactants are [NH2:1][C:2]1[CH:3]=[C:4]([CH:25]=[CH:26][CH:27]=1)[O:5][C:6]1[CH:14]=[C:13]([F:15])[CH:12]=[C:11]([NH:16][C:17]2[CH:22]=[CH:21][C:20]([I:23])=[CH:19][C:18]=2[F:24])[C:7]=1[C:8]([NH2:10])=[O:9].C(N(C(C)C)C(C)C)C.[C:37](Cl)(=[O:39])[CH3:38]. The catalyst is C(Cl)Cl. The product is [C:37]([NH:1][C:2]1[CH:3]=[C:4]([CH:25]=[CH:26][CH:27]=1)[O:5][C:6]1[CH:14]=[C:13]([F:15])[CH:12]=[C:11]([NH:16][C:17]2[CH:22]=[CH:21][C:20]([I:23])=[CH:19][C:18]=2[F:24])[C:7]=1[C:8]([NH2:10])=[O:9])(=[O:39])[CH3:38]. The yield is 0.620. (7) The reactants are [NH:1]1[C:5]2[CH:6]=[CH:7][C:8]([C:10]([N:12]3[CH2:17][CH2:16][CH2:15][C@@H:14]4[C:18]5[CH:19]=[CH:20][C:21]([C:25](O)=[O:26])=[CH:22][C:23]=5[CH2:24][C@H:13]34)=[O:11])=[CH:9][C:4]=2[N:3]=[CH:2]1.[CH3:28][NH2:29]. No catalyst specified. The product is [CH3:28][NH:29][C:25]([C:21]1[CH:20]=[CH:19][C:18]2[C@@H:14]3[C@@H:13]([N:12]([C:10]([C:8]4[CH:7]=[CH:6][C:5]5[NH:1][CH:2]=[N:3][C:4]=5[CH:9]=4)=[O:11])[CH2:17][CH2:16][CH2:15]3)[CH2:24][C:23]=2[CH:22]=1)=[O:26]. The yield is 0.190.